Dataset: Forward reaction prediction with 1.9M reactions from USPTO patents (1976-2016). Task: Predict the product of the given reaction. (1) Given the reactants Cl[C:2]1[CH:7]=[CH:6][N:5]=[C:4]([NH2:8])[CH:3]=1.[NH2:9][C:10]1[CH:15]=[CH:14][CH:13]=[CH:12][C:11]=1[S:16]([NH:19][CH:20]([CH3:22])[CH3:21])(=[O:18])=[O:17].C1C=CC(P(C2C(C3C(P(C4C=CC=CC=4)C4C=CC=CC=4)=CC=C4C=3C=CC=C4)=C3C(C=CC=C3)=CC=2)C2C=CC=CC=2)=CC=1.C([O-])([O-])=O.[Cs+].[Cs+], predict the reaction product. The product is: [NH2:8][C:4]1[CH:3]=[C:2]([NH:9][C:10]2[CH:15]=[CH:14][CH:13]=[CH:12][C:11]=2[S:16]([NH:19][CH:20]([CH3:22])[CH3:21])(=[O:18])=[O:17])[CH:7]=[CH:6][N:5]=1. (2) Given the reactants [CH2:1]([C:3]1[CH:4]=[C:5]2[C:10](=[CH:11][CH:12]=1)[NH:9][C:8](=O)[CH:7]=[C:6]2[CH3:14])[CH3:2].P(Cl)(Cl)([Cl:17])=O.[OH-].[Na+], predict the reaction product. The product is: [Cl:17][C:8]1[CH:7]=[C:6]([CH3:14])[C:5]2[C:10](=[CH:11][CH:12]=[C:3]([CH2:1][CH3:2])[CH:4]=2)[N:9]=1. (3) Given the reactants [CH2:1]([O:8][C:9]1[CH:14]=[CH:13][C:12](Br)=[CH:11][C:10]=1[CH2:16][C:17]([OH:19])=[O:18])[C:2]1[CH:7]=[CH:6][CH:5]=[CH:4][CH:3]=1.[F:20][C:21]([F:33])([F:32])[O:22][C:23]1[CH:28]=[CH:27][C:26](B(O)O)=[CH:25][CH:24]=1.C(=O)([O-])[O-].[K+].[K+].O1CCOCC1, predict the reaction product. The product is: [CH2:1]([O:8][C:9]1[CH:14]=[CH:13][C:12]([C:26]2[CH:25]=[CH:24][C:23]([O:22][C:21]([F:20])([F:32])[F:33])=[CH:28][CH:27]=2)=[CH:11][C:10]=1[CH2:16][C:17]([OH:19])=[O:18])[C:2]1[CH:7]=[CH:6][CH:5]=[CH:4][CH:3]=1. (4) Given the reactants [NH2:1][C:2]1[C:10]2[N:9]=[C:8]([C:11]([N:13]3[CH2:18][CH2:17][N:16]([CH3:19])[CH2:15][CH2:14]3)=[O:12])[NH:7][C:6]=2[CH:5]=[CH:4][CH:3]=1.[CH:20]([O:23][C:24]1[CH:32]=[CH:31][C:27]([C:28]([NH2:30])=[O:29])=[CH:26][C:25]=1[N:33]=[C:34]=[S:35])([CH3:22])[CH3:21].ClC1NC2C=CC=C(NC(=S)NC3C=C(C=CC=3OC(C)C)C(N)=O)C=2N=1, predict the reaction product. The product is: [CH:20]([O:23][C:24]1[CH:32]=[CH:31][C:27]([C:28]([NH2:30])=[O:29])=[CH:26][C:25]=1[NH:33][C:34]([NH:1][C:2]1[C:10]2[N:9]=[C:8]([C:11]([N:13]3[CH2:14][CH2:15][N:16]([CH3:19])[CH2:17][CH2:18]3)=[O:12])[NH:7][C:6]=2[CH:5]=[CH:4][CH:3]=1)=[S:35])([CH3:22])[CH3:21]. (5) Given the reactants C1CCCCCCCCCCC1.N(OC(C)(C)C)=O.[CH2:20]([O:32]C(C1C=C2C(=O)N(O)C(=O)C2=CC=1)=O)[CH2:21][CH2:22][CH2:23][CH2:24][CH2:25][CH2:26][CH2:27][CH2:28][CH2:29][CH2:30][CH3:31].S(=O)(=O)(O)O.[OH-].[Na+].C1(=NO)CCCCCCCCCCC1.[N+](C1CCCCCCCCCCC1)([O-])=O, predict the reaction product. The product is: [C:20]1(=[O:32])[CH2:21][CH2:22][CH2:23][CH2:24][CH2:25][CH2:26][CH2:27][CH2:28][CH2:29][CH2:30][CH2:31]1.